Dataset: Catalyst prediction with 721,799 reactions and 888 catalyst types from USPTO. Task: Predict which catalyst facilitates the given reaction. (1) Reactant: [NH2:1][C:2]1[S:3][C:4]2[N:5]=[C:6]([NH:11][C:12]3[CH:13]=[C:14]([NH:19][C:20](=[O:26])[O:21][C:22]([CH3:25])([CH3:24])[CH3:23])[CH:15]=[CH:16][C:17]=3[CH3:18])[N:7]=[CH:8][C:9]=2[N:10]=1.[C:27](Cl)(=[O:29])[CH3:28].C(=O)([O-])O.[Na+]. Product: [C:22]([O:21][C:20](=[O:26])[NH:19][C:14]1[CH:15]=[CH:16][C:17]([CH3:18])=[C:12]([NH:11][C:6]2[N:7]=[CH:8][C:9]3[N:10]=[C:2]([NH:1][C:27](=[O:29])[CH3:28])[S:3][C:4]=3[N:5]=2)[CH:13]=1)([CH3:23])([CH3:25])[CH3:24]. The catalyst class is: 17. (2) Reactant: [OH-].[Na+].[C:3]([C:5]1[CH:6]=[C:7]([C:15]2[O:19][N:18]=[C:17]([C:20]3[C:21]([CH3:33])=[C:22]([CH2:26][CH2:27][C:28]([O:30]CC)=[O:29])[CH:23]=[CH:24][CH:25]=3)[N:16]=2)[CH:8]=[CH:9][C:10]=1[O:11][CH:12]([CH3:14])[CH3:13])#[N:4].Cl. Product: [C:3]([C:5]1[CH:6]=[C:7]([C:15]2[O:19][N:18]=[C:17]([C:20]3[C:21]([CH3:33])=[C:22]([CH2:26][CH2:27][C:28]([OH:30])=[O:29])[CH:23]=[CH:24][CH:25]=3)[N:16]=2)[CH:8]=[CH:9][C:10]=1[O:11][CH:12]([CH3:14])[CH3:13])#[N:4]. The catalyst class is: 378. (3) Reactant: [N+:1]([C:4]1[CH:5]=[CH:6][C:7]([O:10][C:11]2[CH:12]=[C:13]3[C:17](=[CH:18][CH:19]=2)[N:16]([C:20]2[CH:21]=[N:22][CH:23]=[CH:24][CH:25]=2)[N:15]=[CH:14]3)=[N:8][CH:9]=1)([O-])=O.C(OCC)(=O)C. Product: [NH2:1][C:4]1[CH:5]=[CH:6][C:7]([O:10][C:11]2[CH:12]=[C:13]3[C:17](=[CH:18][CH:19]=2)[N:16]([C:20]2[CH:21]=[N:22][CH:23]=[CH:24][CH:25]=2)[N:15]=[CH:14]3)=[N:8][CH:9]=1. The catalyst class is: 603. (4) Reactant: C([N:8]1[CH2:13][CH2:12][CH2:11][CH:10]([N:14]2[C:18]([C:19]3[CH:41]=[CH:40][C:22]4[C:23]5[N:24]([CH:28]=[C:29](C6N(C(C)C)N=C(C)N=6)[N:30]=5)[CH2:25][CH2:26][O:27][C:21]=4[CH:20]=3)=[CH:17][CH:16]=[N:15]2)[CH2:9]1)C1C=CC=CC=1.Cl.O1CCOCC1. Product: [NH:8]1[CH2:13][CH2:12][CH2:11][CH:10]([N:14]2[C:18]([C:19]3[CH:41]=[CH:40][C:22]4[C:23]5[N:24]([CH:28]=[CH:29][N:30]=5)[CH2:25][CH2:26][O:27][C:21]=4[CH:20]=3)=[CH:17][CH:16]=[N:15]2)[CH2:9]1. The catalyst class is: 19. (5) Reactant: [CH2:1]([N:8]([CH2:16][C:17]1[CH:27]=[CH:26][C:25]([C:28]2[C:37]3[C:32](=[CH:33][CH:34]=[CH:35][CH:36]=3)[CH:31]=[CH:30][CH:29]=2)=[CH:24][C:18]=1[O:19][CH2:20][C:21](O)=[O:22])[C:9](=[O:15])[C:10]([O:12][CH2:13][CH3:14])=[O:11])[C:2]1[CH:7]=[CH:6][CH:5]=[CH:4][CH:3]=1.[NH2:38][C:39]1[CH:40]=[C:41]([CH:47]=[CH:48][CH:49]=1)[C:42]([O:44][CH2:45]C)=[O:43].C1C=CC2N(O)N=NC=2C=1.CCN=C=NCCCN(C)C.CCN(CC)CC. Product: [CH2:1]([N:8]([CH2:16][C:17]1[CH:27]=[CH:26][C:25]([C:28]2[C:37]3[C:32](=[CH:33][CH:34]=[CH:35][CH:36]=3)[CH:31]=[CH:30][CH:29]=2)=[CH:24][C:18]=1[O:19][CH2:20][C:21]([NH:38][C:39]1[CH:40]=[C:41]([CH:47]=[CH:48][CH:49]=1)[C:42]([O:44][CH3:45])=[O:43])=[O:22])[C:9](=[O:15])[C:10]([O:12][CH2:13][CH3:14])=[O:11])[C:2]1[CH:3]=[CH:4][CH:5]=[CH:6][CH:7]=1. The catalyst class is: 3. (6) Reactant: [NH2:1][CH2:2][C:3](=[O:13])[CH2:4][C:5]1[CH:10]=[C:9]([Br:11])[CH:8]=[CH:7][C:6]=1[Cl:12].Cl.O.[C:16](Cl)(=[O:23])[C:17]1[CH:22]=[CH:21][CH:20]=[CH:19][CH:18]=1.C(=O)([O-])O.[Na+]. Product: [C:16]([NH:1][CH2:2][C:3](=[O:13])[CH2:4][C:5]1[CH:10]=[C:9]([Br:11])[CH:8]=[CH:7][C:6]=1[Cl:12])(=[O:23])[C:17]1[CH:22]=[CH:21][CH:20]=[CH:19][CH:18]=1. The catalyst class is: 13.